Dataset: Forward reaction prediction with 1.9M reactions from USPTO patents (1976-2016). Task: Predict the product of the given reaction. (1) Given the reactants [Cl:1][C:2]1[N:7]=[C:6]([C:8]2[CH:9]=[CH:10][C:11]([F:16])=[C:12]([CH:15]=2)[CH:13]=O)[CH:5]=[CH:4][N:3]=1.[C:17]([O:21][C:22]([N:24]1[CH2:29][CH2:28][CH:27]([NH2:30])[CH2:26][CH2:25]1)=[O:23])([CH3:20])([CH3:19])[CH3:18], predict the reaction product. The product is: [C:17]([O:21][C:22]([N:24]1[CH2:29][CH2:28][CH:27]([NH:30][CH2:13][C:12]2[CH:15]=[C:8]([C:6]3[CH:5]=[CH:4][N:3]=[C:2]([Cl:1])[N:7]=3)[CH:9]=[CH:10][C:11]=2[F:16])[CH2:26][CH2:25]1)=[O:23])([CH3:20])([CH3:18])[CH3:19]. (2) The product is: [CH2:19]([N:15]1[C:16]2[C:12](=[CH:11][C:10]([N+:7]([O-:9])=[O:8])=[CH:18][CH:17]=2)[CH:13]=[CH:14]1)[C:20]1[CH:25]=[CH:24][CH:23]=[CH:22][CH:21]=1. Given the reactants CS(C)=O.[OH-].[K+].[N+:7]([C:10]1[CH:11]=[C:12]2[C:16](=[CH:17][CH:18]=1)[NH:15][CH:14]=[CH:13]2)([O-:9])=[O:8].[CH2:19](Br)[C:20]1[CH:25]=[CH:24][CH:23]=[CH:22][CH:21]=1, predict the reaction product. (3) Given the reactants [N+:1]([C:4]1[CH:5]=[C:6]([NH2:14])[C:7]2[CH2:8][CH2:9][CH2:10][CH2:11][C:12]=2[CH:13]=1)([O-:3])=[O:2].Cl[C:16]1[N:21]=[C:20]([NH:22][C:23]2[CH:32]=[CH:31][CH:30]=[CH:29][C:24]=2[C:25]([NH:27][CH3:28])=[O:26])[C:19]([Cl:33])=[CH:18][N:17]=1.CC1C=CC(S(O)(=O)=O)=CC=1, predict the reaction product. The product is: [Cl:33][C:19]1[C:20]([NH:22][C:23]2[CH:32]=[CH:31][CH:30]=[CH:29][C:24]=2[C:25]([NH:27][CH3:28])=[O:26])=[N:21][C:16]([NH:14][C:6]2[C:7]3[CH2:8][CH2:9][CH2:10][CH2:11][C:12]=3[CH:13]=[C:4]([N+:1]([O-:3])=[O:2])[CH:5]=2)=[N:17][CH:18]=1. (4) Given the reactants Br[CH2:2][C:3]1[CH:28]=[CH:27][C:6]([C:7]([NH:9][C:10]2[CH:15]=[CH:14][C:13]([Cl:16])=[C:12]([NH:17][C:18](=[O:26])[C:19]3[CH:24]=[CH:23][CH:22]=[C:21]([Cl:25])[CH:20]=3)[CH:11]=2)=[O:8])=[CH:5][N:4]=1.[C:29]([N:32]1[CH2:37][CH2:36][NH:35][CH2:34][CH2:33]1)(=[O:31])[CH3:30], predict the reaction product. The product is: [C:29]([N:32]1[CH2:37][CH2:36][N:35]([CH2:2][C:3]2[CH:28]=[CH:27][C:6]([C:7]([NH:9][C:10]3[CH:15]=[CH:14][C:13]([Cl:16])=[C:12]([NH:17][C:18](=[O:26])[C:19]4[CH:24]=[CH:23][CH:22]=[C:21]([Cl:25])[CH:20]=4)[CH:11]=3)=[O:8])=[CH:5][N:4]=2)[CH2:34][CH2:33]1)(=[O:31])[CH3:30]. (5) Given the reactants [N+:1]([C:4]1[CH:13]=[CH:12][CH:11]=[C:10]2[C:5]=1[CH:6]=[CH:7][C:8](Cl)=[N:9]2)([O-])=O.[CH3:15][O:16][C:17]1[CH:24]=[CH:23][CH:22]=[CH:21][C:18]=1[CH2:19][NH2:20].[NH:25]1[CH:29]=[CH:28][C:27]([CH:30]=O)=[N:26]1, predict the reaction product. The product is: [CH3:15][O:16][C:17]1[CH:24]=[CH:23][CH:22]=[CH:21][C:18]=1[CH2:19][NH:20][C:8]1[CH:7]=[CH:6][C:5]2[C:4]([NH:1][CH2:30][C:27]3[CH:28]=[CH:29][NH:25][N:26]=3)=[CH:13][CH:12]=[CH:11][C:10]=2[N:9]=1. (6) Given the reactants [Cl:1][C:2]1[CH:3]=[C:4]([C:8]2[N:13]=[C:12]([C:14]([OH:16])=O)[CH:11]=[CH:10][CH:9]=2)[CH:5]=[CH:6][CH:7]=1.[CH2:17]([O:19][C:20](=[O:30])[CH:21]=[CH:22][C:23]1[CH:28]=[CH:27][CH:26]=[C:25]([NH2:29])[CH:24]=1)[CH3:18], predict the reaction product. The product is: [CH2:17]([O:19][C:20](=[O:30])[CH:21]=[CH:22][C:23]1[CH:28]=[CH:27][CH:26]=[C:25]([NH:29][C:14]([C:12]2[CH:11]=[CH:10][CH:9]=[C:8]([C:4]3[CH:5]=[CH:6][CH:7]=[C:2]([Cl:1])[CH:3]=3)[N:13]=2)=[O:16])[CH:24]=1)[CH3:18]. (7) Given the reactants [CH2:1]([C@@H:8]1[CH2:12][O:11][C:10](=[O:13])[NH:9]1)[C:2]1[CH:7]=[CH:6][CH:5]=[CH:4][CH:3]=1.[H-].[Na+].[F:16][C:17]1[CH:18]=[C:19]([CH:25]2[CH2:27][CH:26]2[C:28](Cl)=[O:29])[CH:20]=[CH:21][C:22]=1[O:23][CH3:24].[NH4+].[Cl-], predict the reaction product. The product is: [CH2:1]([C@@H:8]1[CH2:12][O:11][C:10](=[O:13])[N:9]1[C:28]([CH:26]1[CH2:27][CH:25]1[C:19]1[CH:20]=[CH:21][C:22]([O:23][CH3:24])=[C:17]([F:16])[CH:18]=1)=[O:29])[C:2]1[CH:3]=[CH:4][CH:5]=[CH:6][CH:7]=1.